From a dataset of Forward reaction prediction with 1.9M reactions from USPTO patents (1976-2016). Predict the product of the given reaction. (1) Given the reactants FC1C=C(CN)C=NC=1.[N:10]1[CH:15]=[CH:14][CH:13]=[CH:12][C:11]=1[CH2:16][NH2:17].[CH3:18][C:19]1[N:20]=[C:21]([N:27]2[CH2:31][CH2:30][N:29]([CH2:32][CH2:33][CH2:34][C:35]([F:38])([F:37])[F:36])[C:28]2=[O:39])[S:22][C:23]=1[C:24](O)=[O:25], predict the reaction product. The product is: [CH3:18][C:19]1[N:20]=[C:21]([N:27]2[CH2:31][CH2:30][N:29]([CH2:32][CH2:33][CH2:34][C:35]([F:36])([F:37])[F:38])[C:28]2=[O:39])[S:22][C:23]=1[C:24]([NH:17][CH2:16][C:11]1[CH:12]=[CH:13][CH:14]=[CH:15][N:10]=1)=[O:25]. (2) Given the reactants [Br:1][C:2]1[CH:3]=[CH:4][C:5]([I:12])=[C:6]([CH:11]=1)[CH2:7][NH:8][CH2:9][CH3:10].C(N(CC)C(C)C)(C)C.[CH:22]1([C:25](Cl)=[O:26])[CH2:24][CH2:23]1.O, predict the reaction product. The product is: [Br:1][C:2]1[CH:3]=[CH:4][C:5]([I:12])=[C:6]([CH:11]=1)[CH2:7][N:8]([CH2:9][CH3:10])[C:25]([CH:22]1[CH2:24][CH2:23]1)=[O:26]. (3) Given the reactants [F:1][C:2]1[CH:7]=[CH:6][C:5]([C:8]2[S:12][C:11]([C:13]([OH:15])=O)=[CH:10][CH:9]=2)=[CH:4][CH:3]=1.C(Cl)(C([Cl:20])=O)=O, predict the reaction product. The product is: [F:1][C:2]1[CH:7]=[CH:6][C:5]([C:8]2[S:12][C:11]([C:13]([Cl:20])=[O:15])=[CH:10][CH:9]=2)=[CH:4][CH:3]=1.